The task is: Binary Classification. Given a T-cell receptor sequence (or CDR3 region) and an epitope sequence, predict whether binding occurs between them.. This data is from TCR-epitope binding with 47,182 pairs between 192 epitopes and 23,139 TCRs. (1) The epitope is KPLEFGATSAAL. The TCR CDR3 sequence is CASSPGTSVTDTQYF. Result: 1 (the TCR binds to the epitope). (2) The epitope is LLWNGPMAV. The TCR CDR3 sequence is CASSLLGYEQYF. Result: 0 (the TCR does not bind to the epitope). (3) The epitope is CTELKLSDY. The TCR CDR3 sequence is CASSRGLAGGFMTDTQYF. Result: 0 (the TCR does not bind to the epitope).